From a dataset of Full USPTO retrosynthesis dataset with 1.9M reactions from patents (1976-2016). Predict the reactants needed to synthesize the given product. (1) Given the product [Cl:3][C:4]1[CH:9]=[CH:8][CH:7]=[CH:6][C:5]=1[N:10]([CH3:27])[C:11]([C:13]1[S:26][C:16]2[C:17]3[CH:25]=[N:24][CH:23]=[CH:22][C:18]=3[O:19][CH2:20][CH2:21][C:15]=2[CH:14]=1)=[O:12], predict the reactants needed to synthesize it. The reactants are: [H-].[Na+].[Cl:3][C:4]1[CH:9]=[CH:8][CH:7]=[CH:6][C:5]=1[NH:10][C:11]([C:13]1[S:26][C:16]2[C:17]3[CH:25]=[N:24][CH:23]=[CH:22][C:18]=3[O:19][CH2:20][CH2:21][C:15]=2[CH:14]=1)=[O:12].[CH3:27]I.O. (2) Given the product [CH3:17][C:10]1[CH:11]=[C:12]([CH3:16])[CH:13]=[C:14]([CH3:15])[C:9]=1[CH2:8][C:1]#[N:2], predict the reactants needed to synthesize it. The reactants are: [C-:1]#[N:2].[Na+].C(O)C.Cl[CH2:8][C:9]1[C:14]([CH3:15])=[CH:13][C:12]([CH3:16])=[CH:11][C:10]=1[CH3:17]. (3) The reactants are: [C:1]1([C:7]2[N:8]([S:27]([C:30]([F:33])([F:32])[F:31])(=[O:29])=[O:28])[C:9]3[C:14]([CH:15]=2)=[CH:13][C:12]([C:16]2[N:20]([CH2:21][CH3:22])[N:19]=[C:18]([C:23]([F:26])([F:25])[F:24])[CH:17]=2)=[CH:11][CH:10]=3)[CH2:6][CH2:5][CH2:4][CH2:3][CH:2]=1. Given the product [CH:1]1([C:7]2[N:8]([S:27]([C:30]([F:32])([F:33])[F:31])(=[O:29])=[O:28])[C:9]3[C:14]([CH:15]=2)=[CH:13][C:12]([C:16]2[N:20]([CH2:21][CH3:22])[N:19]=[C:18]([C:23]([F:26])([F:25])[F:24])[CH:17]=2)=[CH:11][CH:10]=3)[CH2:6][CH2:5][CH2:4][CH2:3][CH2:2]1, predict the reactants needed to synthesize it. (4) Given the product [CH2:12]([O:4][C:3](=[O:5])[C:2]([NH2:1])([CH3:7])[CH3:6])[CH3:13], predict the reactants needed to synthesize it. The reactants are: [NH2:1][C:2]([CH3:7])([CH3:6])[C:3]([OH:5])=[O:4].S(Cl)(Cl)=O.[CH2:12](O)[CH3:13]. (5) Given the product [C:27]([C:26]1[CH:17]([C:16]2[CH:19]=[C:12]([Br:11])[CH:13]=[CH:14][C:15]=2[F:20])[N:10]([C:8]2[CH:7]=[CH:6][C:5]3[NH:1][CH:2]=[N:3][C:4]=3[CH:9]=2)[C:24](=[O:23])[C:25]=1[OH:30])(=[O:29])[CH3:28], predict the reactants needed to synthesize it. The reactants are: [NH:1]1[C:5]2[CH:6]=[CH:7][C:8]([NH2:10])=[CH:9][C:4]=2[N:3]=[CH:2]1.[Br:11][C:12]1[CH:13]=[CH:14][C:15]([F:20])=[C:16]([CH:19]=1)[CH:17]=O.C([O:23][C:24](=O)[C:25](=[O:30])[CH2:26][C:27](=[O:29])[CH3:28])C. (6) The reactants are: [CH2:1]([N:3]1[CH2:8][CH2:7][N:6]([C:9]([C:11]2[CH:16]=[CH:15][C:14]([C:17]([F:20])([F:19])[F:18])=[CH:13][C:12]=2[N+:21]([O-])=O)=[O:10])[CH2:5][CH2:4]1)[CH3:2].O.O.Cl[Sn]Cl. Given the product [NH2:21][C:12]1[CH:13]=[C:14]([C:17]([F:18])([F:19])[F:20])[CH:15]=[CH:16][C:11]=1[C:9]([N:6]1[CH2:7][CH2:8][N:3]([CH2:1][CH3:2])[CH2:4][CH2:5]1)=[O:10], predict the reactants needed to synthesize it. (7) Given the product [C:1]([O:5][C:6]([N:7]([CH3:8])[C@H:9]1[CH2:10][CH2:11][C@H:12]([CH2:15][CH2:16][CH2:17][CH2:18][CH2:19][O:20][S:23]([CH3:22])(=[O:25])=[O:24])[CH2:13][CH2:14]1)=[O:21])([CH3:3])([CH3:2])[CH3:4], predict the reactants needed to synthesize it. The reactants are: [C:1]([O:5][C:6](=[O:21])[N:7]([C@H:9]1[CH2:14][CH2:13][C@H:12]([CH2:15][CH2:16][CH2:17][CH2:18][CH2:19][OH:20])[CH2:11][CH2:10]1)[CH3:8])([CH3:4])([CH3:3])[CH3:2].[CH3:22][S:23](Cl)(=[O:25])=[O:24].CCN(CC)CC. (8) Given the product [Cl:1][C:2]1[CH:7]=[CH:6][N:5]2[C:8]([C:11]3[CH:18]=[CH:17][C:14]([CH2:15][NH:16][C:37]([NH:36][C:32]4[CH:33]=[CH:34][CH:35]=[C:30]([C:29]([F:28])([F:39])[F:40])[CH:31]=4)=[O:38])=[CH:13][CH:12]=3)=[CH:9][N:10]=[C:4]2[CH:3]=1, predict the reactants needed to synthesize it. The reactants are: [Cl:1][C:2]1[CH:7]=[CH:6][N:5]2[C:8]([C:11]3[CH:18]=[CH:17][C:14]([CH2:15][NH2:16])=[CH:13][CH:12]=3)=[CH:9][N:10]=[C:4]2[CH:3]=1.C(N(C(C)C)CC)(C)C.[F:28][C:29]([F:40])([F:39])[C:30]1[CH:31]=[C:32]([N:36]=[C:37]=[O:38])[CH:33]=[CH:34][CH:35]=1.N.